From a dataset of Forward reaction prediction with 1.9M reactions from USPTO patents (1976-2016). Predict the product of the given reaction. (1) Given the reactants [CH:1]([CH:3]1[CH2:11][C:10]2[C:5](=[CH:6][CH:7]=[CH:8][CH:9]=2)[N:4]1[C:12]([O:14][C:15]([CH3:18])([CH3:17])[CH3:16])=[O:13])=O.[C:19]([O-])(=O)[CH3:20].[NH4+:23].[OH-].[Na+], predict the reaction product. The product is: [CH3:1][C:3]1[NH:4][C:1]([CH:3]2[CH2:11][C:10]3[C:5](=[CH:6][CH:7]=[CH:8][CH:9]=3)[N:4]2[C:12]([O:14][C:15]([CH3:18])([CH3:17])[CH3:16])=[O:13])=[N:23][C:11]=1[CH2:10][CH2:19][CH3:20]. (2) Given the reactants ClC1C=CC(C2N(C[C@H](O)C(F)(F)F)C(=O)N(CC(NC(C3C=CC=C(F)C=3F)CO)=O)N=2)=CC=1.[Cl:36][C:37]1[CH:42]=[CH:41][C:40]([C:43]2[N:47]([CH:48]3[CH2:50][CH2:49]3)[C:46](=[O:51])[N:45]([CH2:52][C:53](O)=[O:54])[N:44]=2)=[CH:39][CH:38]=1.FC(F)(F)C(O)=O.[NH2:63][CH:64]([C:67]1[CH:72]=[CH:71][CH:70]=[C:69]([C:73]([F:76])([F:75])[F:74])[CH:68]=1)[CH2:65][OH:66], predict the reaction product. The product is: [Cl:36][C:37]1[CH:38]=[CH:39][C:40]([C:43]2[N:47]([CH:48]3[CH2:50][CH2:49]3)[C:46](=[O:51])[N:45]([CH2:52][C:53]([NH:63][CH:64]([C:67]3[CH:72]=[CH:71][CH:70]=[C:69]([C:73]([F:74])([F:75])[F:76])[CH:68]=3)[CH2:65][OH:66])=[O:54])[N:44]=2)=[CH:41][CH:42]=1. (3) Given the reactants [CH3:1][O:2][C:3]1[CH:4]=[C:5]([S:11]([N:14]2[CH2:19][CH2:18][N:17]([C:20]([O:22][C:23]([CH3:26])([CH3:25])[CH3:24])=[O:21])[CH2:16][C@H:15]2[C:27]([OH:29])=O)(=[O:13])=[O:12])[CH:6]=[CH:7][C:8]=1[O:9][CH3:10].Cl.[C:31]1([CH3:43])[CH:36]=[CH:35][CH:34]=[CH:33][C:32]=1[N:37]1[CH2:42][CH2:41][NH:40][CH2:39][CH2:38]1.C([N:47](CC)C(C)C)(C)C.C1CN([P+](ON2N=NC3C=CC=CC2=3)(N2CCCC2)N2CCCC2)CC1.F[P-](F)(F)(F)(F)F, predict the reaction product. The product is: [C:31]1([CH3:43])[CH:36]=[CH:35][CH:34]=[CH:33][C:32]=1[N:37]1[CH2:38][CH2:39][N:40]([NH:47][C:27]([CH:15]2[CH2:16][N:17]([C:20]([O:22][C:23]([CH3:24])([CH3:26])[CH3:25])=[O:21])[CH2:18][CH2:19][N:14]2[S:11]([C:5]2[CH:6]=[CH:7][C:8]([O:9][CH3:10])=[C:3]([O:2][CH3:1])[CH:4]=2)(=[O:13])=[O:12])=[O:29])[CH2:41][CH2:42]1. (4) Given the reactants [Cl:1][C:2]1[CH:7]=[CH:6][C:5]([CH2:8][C:9]([OH:11])=O)=[CH:4][CH:3]=1.C1(B(O)O)C=CC=CC=1.B(O)(O)O.[NH2:25][CH2:26][CH:27]([OH:29])[CH3:28], predict the reaction product. The product is: [Cl:1][C:2]1[CH:3]=[CH:4][C:5]([CH2:8][C:9]([NH:25][CH2:26][CH:27]([OH:29])[CH3:28])=[O:11])=[CH:6][CH:7]=1. (5) Given the reactants [CH3:1][O:2][C:3]1[CH:8]=[CH:7][C:6](B2OC(C)(C)C(C)(C)O2)=[CH:5][C:4]=1[S:18]([N:21]([CH:27]1[CH2:32][CH2:31][N:30]([C:33]([O:35][C:36]([CH3:39])([CH3:38])[CH3:37])=[O:34])[CH2:29][CH2:28]1)[CH2:22][C:23]([F:26])([F:25])[F:24])(=[O:20])=[O:19].Br[C:41]1[C:46]([C:47]([F:50])([F:49])[F:48])=[CH:45][C:44]([NH:51][C:52]2[N:56]=[C:55]([NH2:57])[NH:54][N:53]=2)=[CH:43][C:42]=1[Cl:58].CN1C(C)(C)CC(SC2C=CC(B3OC(C)(C)C(C)(C)O3)=CC=2)CC1(C)C.C(=O)([O-])[O-].[K+].[K+], predict the reaction product. The product is: [C:36]([O:35][C:33]([N:30]1[CH2:31][CH2:32][CH:27]([N:21]([S:18]([C:4]2[CH:5]=[C:6]([C:41]3[C:46]([C:47]([F:49])([F:50])[F:48])=[CH:45][C:44]([NH:51][C:52]4[N:56]=[C:55]([NH2:57])[NH:54][N:53]=4)=[CH:43][C:42]=3[Cl:58])[CH:7]=[CH:8][C:3]=2[O:2][CH3:1])(=[O:19])=[O:20])[CH2:22][C:23]([F:26])([F:25])[F:24])[CH2:28][CH2:29]1)=[O:34])([CH3:38])([CH3:37])[CH3:39].